This data is from Forward reaction prediction with 1.9M reactions from USPTO patents (1976-2016). The task is: Predict the product of the given reaction. (1) Given the reactants [F:1][C:2]1[CH:14]=CC=C2[C:3]=1[CH:4]1[CH:9](N2)[CH2:8][C:7](C)(C)[CH2:6][C:5]1=O.[C:18](=[O:21])([O-])[O-].[Cs+].[Cs+].[CH2:24]([O:26][C:27](=[O:35])[CH2:28][CH2:29][CH2:30][CH2:31][CH2:32][CH2:33]Br)[CH3:25].[C:36](#[N:38])[CH3:37], predict the reaction product. The product is: [F:1][C:2]1[CH:14]=[CH:37][C:36]2[N:38]([CH2:33][CH2:32][CH2:31][CH2:30][CH2:29][CH2:28][C:27]([O:26][CH2:24][CH3:25])=[O:35])[C:6]3[CH2:7][CH2:8][CH2:9][C:18](=[O:21])[C:5]=3[C:4]=2[CH:3]=1. (2) Given the reactants B(F)(F)F.CCOCC.[CH:10]1([CH2:13][N:14]([CH2:22][C@@H:23]([OH:30])[C:24]2[CH:29]=[CH:28][CH:27]=[CH:26][CH:25]=2)[C:15](=[O:21])[O:16][C:17]([CH3:20])([CH3:19])[CH3:18])[CH2:12][CH2:11]1.[N:31]1([C:38]([O:40][CH2:41][C:42]2[CH:47]=[CH:46][CH:45]=[CH:44][CH:43]=2)=[O:39])[CH2:33][C@@H:32]1[C:34]([O:36][CH3:37])=[O:35], predict the reaction product. The product is: [CH2:41]([O:40][C:38]([NH:31][C@@H:32]([C:34]([O:36][CH3:37])=[O:35])[CH2:33][O:30][C@@H:23]([C:24]1[CH:29]=[CH:28][CH:27]=[CH:26][CH:25]=1)[CH2:22][N:14]([C:15]([O:16][C:17]([CH3:20])([CH3:19])[CH3:18])=[O:21])[CH2:13][CH:10]1[CH2:12][CH2:11]1)=[O:39])[C:42]1[CH:43]=[CH:44][CH:45]=[CH:46][CH:47]=1. (3) The product is: [NH2:4][C:3]([NH2:5])=[N:2][C:21]([C:9]1[CH:10]=[CH:11][C:12]2[C:13]3[C:18](=[CH:17][CH:16]=[CH:15][CH:14]=3)[NH:19][C:20]=2[CH:8]=1)=[O:22]. Given the reactants Cl.[NH2:2][C:3]([NH2:5])=[NH:4].[H-].[Na+].[CH:8]1[C:20]2[NH:19][C:18]3[C:13](=[CH:14][CH:15]=[CH:16][CH:17]=3)[C:12]=2[CH:11]=[CH:10][C:9]=1[C:21](OC)=[O:22], predict the reaction product.